This data is from Reaction yield outcomes from USPTO patents with 853,638 reactions. The task is: Predict the reaction yield, written as a fraction of the theoretical maximum amount of product (1.0 means a 100% yield; for example, 0.34 means a 34% yield). (1) The reactants are [CH3:1][O:2][C:3]1[CH:8]=[CH:7][CH:6]=[CH:5][C:4]=1[C:9]1[C:17]2[C:12](=[N:13][CH:14]=[C:15]([C:18]3[CH:19]=[C:20]([CH:23]=[CH:24][CH:25]=3)[C:21]#[N:22])[CH:16]=2)[N:11](COCC[Si](C)(C)C)[N:10]=1. The catalyst is FC(F)(F)C(O)=O. The product is [CH3:1][O:2][C:3]1[CH:8]=[CH:7][CH:6]=[CH:5][C:4]=1[C:9]1[C:17]2[C:12](=[N:13][CH:14]=[C:15]([C:18]3[CH:19]=[C:20]([CH:23]=[CH:24][CH:25]=3)[C:21]#[N:22])[CH:16]=2)[NH:11][N:10]=1. The yield is 0.300. (2) The reactants are Br[C:2]1[CH:11]=[C:10]2[C:5]([C:6]([OH:20])=[C:7]([CH2:12][CH2:13][N:14]3[CH2:18][CH2:17][CH2:16][C@H:15]3[CH3:19])[N:8]=[N:9]2)=[CH:4][CH:3]=1.[C:21]([C:23]1[CH:28]=[CH:27][C:26](B(O)O)=[CH:25][CH:24]=1)#[N:22].C([O-])([O-])=O.[Na+].[Na+]. The catalyst is C(O)(C)C.Cl[Pd](Cl)([P](C1C=CC=CC=1)(C1C=CC=CC=1)C1C=CC=CC=1)[P](C1C=CC=CC=1)(C1C=CC=CC=1)C1C=CC=CC=1. The product is [OH:20][C:6]1[C:5]2[C:10](=[CH:11][C:2]([C:26]3[CH:27]=[CH:28][C:23]([C:21]#[N:22])=[CH:24][CH:25]=3)=[CH:3][CH:4]=2)[N:9]=[N:8][C:7]=1[CH2:12][CH2:13][N:14]1[CH2:18][CH2:17][CH2:16][C@H:15]1[CH3:19]. The yield is 0.330. (3) The reactants are [Br:1][C:2]1[CH:7]=[CH:6][C:5]([CH2:8]O)=[C:4]([Cl:10])[CH:3]=1.C(Br)(Br)(Br)[Br:12].C1(P(C2C=CC=CC=2)C2C=CC=CC=2)C=CC=CC=1. The catalyst is ClCCl. The product is [Br:1][C:2]1[CH:7]=[CH:6][C:5]([CH2:8][Br:12])=[C:4]([Cl:10])[CH:3]=1. The yield is 1.29. (4) The reactants are [O:1]1[CH2:16][CH:2]1[CH2:3][O:4][C:5]1[CH:10]=[CH:9][C:8]([CH2:11][C:12]([O:14][CH3:15])=[O:13])=[CH:7][CH:6]=1.[CH:17]([NH2:20])([CH3:19])[CH3:18].O. No catalyst specified. The product is [OH:1][CH:2]([CH2:16][NH:20][CH:17]([CH3:19])[CH3:18])[CH2:3][O:4][C:5]1[CH:10]=[CH:9][C:8]([CH2:11][C:12]([O:14][CH3:15])=[O:13])=[CH:7][CH:6]=1. The yield is 1.00. (5) The reactants are [CH3:1][C:2]([O-])=O.[K+].B1(B2[O:19][C:18]([CH3:21])([CH3:20])[C:17](C)(C)O2)O[C:17](C)(C)[C:18]([CH3:21])([CH3:20])[O:19]1.[NH2:24][C:25]1[C:30]([N+:31]([O-:33])=[O:32])=[CH:29][CH:28]=[C:27](Cl)[N:26]=1.[C:35]([O-:38])([O-])=O.[Na+].[Na+]. The catalyst is O1CCOCC1.[Br-].C([N+](CCCC)(CCCC)CCCC)CCC.O.C1C=CC(P(C2C=CC=CC=2)[C-]2C=CC=C2)=CC=1.C1C=CC(P(C2C=CC=CC=2)[C-]2C=CC=C2)=CC=1.[Fe+2].C1C=CC(P(C2C=CC=CC=2)[C-]2C=CC=C2)=CC=1.C1C=CC(P(C2C=CC=CC=2)[C-]2C=CC=C2)=CC=1.Cl[Pd]Cl.[Fe+2].C(Cl)Cl. The product is [NH2:24][C:25]1[N:26]=[C:27]([C:30]2[CH2:25][N:26]([C:35]([O:19][C:18]([CH3:17])([CH3:20])[CH3:21])=[O:38])[CH2:27][CH2:1][CH:2]=2)[CH:28]=[CH:29][C:30]=1[N+:31]([O-:33])=[O:32]. The yield is 0.0700. (6) The reactants are Cl[C:2]1[CH:7]=[CH:6][C:5]([CH2:8][O:9][CH3:10])=[CH:4][N:3]=1.[C:11]([Zn]C#N)#[N:12].CN(C=O)C. The catalyst is C1C=CC([P]([Pd]([P](C2C=CC=CC=2)(C2C=CC=CC=2)C2C=CC=CC=2)([P](C2C=CC=CC=2)(C2C=CC=CC=2)C2C=CC=CC=2)[P](C2C=CC=CC=2)(C2C=CC=CC=2)C2C=CC=CC=2)(C2C=CC=CC=2)C2C=CC=CC=2)=CC=1.O. The product is [CH3:10][O:9][CH2:8][C:5]1[CH:6]=[CH:7][C:2]([C:11]#[N:12])=[N:3][CH:4]=1. The yield is 0.704.